From a dataset of Catalyst prediction with 721,799 reactions and 888 catalyst types from USPTO. Predict which catalyst facilitates the given reaction. (1) Reactant: COC1C=CC(C[N:8]2[C:12]([CH2:13][NH:14]C(=O)OC(C)(C)C)=[CH:11][C:10]([C:22]([F:25])([F:24])[F:23])=[N:9]2)=CC=1.[Cl-].[Al+3].[Cl-].[Cl-].C(OCC)(=O)C.CCCCCC.Cl. Product: [F:25][C:22]([F:23])([F:24])[C:10]1[CH:11]=[C:12]([CH2:13][NH2:14])[NH:8][N:9]=1. The catalyst class is: 11. (2) The catalyst class is: 11. Reactant: [CH3:1][C@H:2]1[C@@:41]2([OH:43])[O:42][C@H:5]([CH2:6][C@H:7]([O:64][CH3:65])[C:8]([CH3:63])=[CH:9][CH:10]=[CH:11][CH:12]=[CH:13][C@@H:14]([CH3:62])[CH2:15][C@@H:16]([CH3:61])[C:17]([C@H:19]([O:59][CH3:60])[C@H:20]([OH:58])[C:21]([CH3:57])=[CH:22][C@@H:23]([CH3:56])[C:24]([CH2:26][C@@H:27]([C@@H:44]([CH2:46][C@H:47]3[CH2:52][C@@H:51]([O:53][CH3:54])[C@H:50]([OH:55])[CH2:49][CH2:48]3)[CH3:45])[O:28][C:29]([C@H:31]3[N:36]([C:37]([C:39]2=[O:40])=[O:38])[CH2:35][CH2:34][CH2:33][CH2:32]3)=[O:30])=[O:25])=[O:18])[CH2:4][CH2:3]1.N1C(C)=CC=CC=1C.S(O[CH2:82][CH2:83][O:84][CH2:85][CH3:86])(C(F)(F)F)(=O)=O.C(OCC)(=O)C. Product: [CH3:82][CH2:83][O:84][CH2:85][CH2:86][O:55][C@H:50]1[C@H:51]([O:53][CH3:54])[CH2:52][CH:47]([CH2:46][C@H:44]([CH:27]2[O:28][C:29](=[O:30])[C@H:31]3[N:36]([CH2:35][CH2:34][CH2:33][CH2:32]3)[C:37](=[O:38])[C:39](=[O:40])[C@:41]3([OH:43])[O:42][C@@H:5]([CH2:4][CH2:3][C@H:2]3[CH3:1])[CH2:6][C@H:7]([O:64][CH3:65])[C:8]([CH3:63])=[CH:9][CH:10]=[CH:11][CH:12]=[CH:13][CH:14]([CH3:62])[CH2:15][C@@H:16]([CH3:61])[C:17](=[O:18])[C@H:19]([O:59][CH3:60])[C@H:20]([OH:58])[C:21]([CH3:57])=[CH:22][C@@H:23]([CH3:56])[C:24](=[O:25])[CH2:26]2)[CH3:45])[CH2:48][CH2:49]1. (3) Reactant: [F:1][C:2]1[CH:3]=[C:4]([CH:8]=[C:9]([F:13])[C:10]=1[O:11][CH3:12])[C:5](O)=[O:6].C1(C)C=CC=CC=1.S(Cl)([Cl:23])=O. Product: [F:1][C:2]1[CH:3]=[C:4]([CH:8]=[C:9]([F:13])[C:10]=1[O:11][CH3:12])[C:5]([Cl:23])=[O:6]. The catalyst class is: 9. (4) Reactant: [ClH:1].FC(F)(F)C(O)=O.[N:9]1([C:14]2[C:15](=[O:31])[N:16]([C:19]3[CH:24]=[C:23]([N:25]4[CH2:30][CH2:29][O:28][CH2:27][CH2:26]4)[N:22]=[CH:21][N:20]=3)[NH:17][CH:18]=2)[CH:13]=[CH:12][N:11]=[CH:10]1. Product: [ClH:1].[N:9]1([C:14]2[C:15](=[O:31])[N:16]([C:19]3[CH:24]=[C:23]([N:25]4[CH2:26][CH2:27][O:28][CH2:29][CH2:30]4)[N:22]=[CH:21][N:20]=3)[NH:17][CH:18]=2)[CH:13]=[CH:12][N:11]=[CH:10]1. The catalyst class is: 12.